Task: Predict the product of the given reaction.. Dataset: Forward reaction prediction with 1.9M reactions from USPTO patents (1976-2016) (1) Given the reactants [F:1][C:2]([F:12])([F:11])[C:3]1[CH:10]=[CH:9][CH:8]=[CH:7][C:4]=1[CH2:5]Br.BrCC1CCCCO1.[NH:21]1[C:29]2[C:24](=[CH:25][CH:26]=[CH:27][CH:28]=2)[C@@:23]2([C:41]3[C:32](=[CH:33][C:34]4[O:39][CH2:38][CH2:37][O:36][C:35]=4[CH:40]=3)[O:31][CH2:30]2)[C:22]1=[O:42], predict the reaction product. The product is: [F:1][C:2]([F:12])([F:11])[C:3]1[CH:10]=[CH:9][CH:8]=[CH:7][C:4]=1[CH2:5][N:21]1[C:29]2[C:24](=[CH:25][CH:26]=[CH:27][CH:28]=2)[C@@:23]2([C:41]3[C:32](=[CH:33][C:34]4[O:39][CH2:38][CH2:37][O:36][C:35]=4[CH:40]=3)[O:31][CH2:30]2)[C:22]1=[O:42]. (2) Given the reactants [C:1]([C:3]1[C:11]2[CH2:10][CH2:9][NH:8][CH2:7][C:6]=2[S:5][C:4]=1[NH:12][C:13](=[O:22])[C:14]1[CH:19]=[CH:18][CH:17]=[C:16]([O:20][CH3:21])[CH:15]=1)#[N:2].[C:23](Cl)(=[O:27])[CH2:24][CH2:25][CH3:26], predict the reaction product. The product is: [C:23]([N:8]1[CH2:9][CH2:10][C:11]2[C:3]([C:1]#[N:2])=[C:4]([NH:12][C:13](=[O:22])[C:14]3[CH:19]=[CH:18][CH:17]=[C:16]([O:20][CH3:21])[CH:15]=3)[S:5][C:6]=2[CH2:7]1)(=[O:27])[CH2:24][CH2:25][CH3:26].